This data is from Full USPTO retrosynthesis dataset with 1.9M reactions from patents (1976-2016). The task is: Predict the reactants needed to synthesize the given product. Given the product [CH:1]([OH:3])=[O:2].[C:80]1([CH3:92])[CH:81]=[CH:82][C:83]([N:86]2[CH2:87][CH2:88][N:89]([CH2:43][CH2:44][CH:45]3[CH2:49][C:48]4([CH2:50][CH2:51][CH2:52][CH2:53][CH2:54]4)[C:47](=[O:55])[O:46]3)[CH2:90][CH2:91]2)=[CH:84][CH:85]=1, predict the reactants needed to synthesize it. The reactants are: [CH:1]([OH:3])=[O:2].C(C1C=CC=CC=1N1CCN(CCC2C3(CCCCC3)CC(=O)O2)CC1)(C)C.CC1C=CC(S(O[CH2:43][CH2:44][CH:45]2[CH2:49][C:48]3([CH2:54][CH2:53][CH2:52][CH2:51][CH2:50]3)[C:47](=[O:55])[O:46]2)(=O)=O)=CC=1.CC1C=CC(S(OCCC2C3(CCCCC3)CC(=O)O2)(=O)=O)=CC=1.[C:80]1([CH3:92])[CH:85]=[CH:84][C:83]([N:86]2[CH2:91][CH2:90][NH:89][CH2:88][CH2:87]2)=[CH:82][CH:81]=1.C(C1C=CC=CC=1N1CCNCC1)(C)C.